From a dataset of Reaction yield outcomes from USPTO patents with 853,638 reactions. Predict the reaction yield, written as a fraction of the theoretical maximum amount of product (1.0 means a 100% yield; for example, 0.34 means a 34% yield). The reactants are [CH2:1]([O:8][C:9]1[CH:16]=[CH:15][C:12]([CH:13]=O)=[CH:11][C:10]=1[Br:17])[C:2]1[CH:7]=[CH:6][CH:5]=[CH:4][CH:3]=1.[NH2:18][C:19]1[CH:20]=[C:21]([CH:26]2[CH2:31][CH2:30][N:29]([C:32]([O:34][C:35]([CH3:38])([CH3:37])[CH3:36])=[O:33])[CH2:28][CH2:27]2)[CH:22]=[N:23][C:24]=1[NH2:25].C(OI(C1C=CC=CC=1)OC(=O)C)(=O)C. The catalyst is CO. The product is [CH2:1]([O:8][C:9]1[CH:16]=[CH:15][C:12]([C:13]2[NH:25][C:24]3=[N:23][CH:22]=[C:21]([CH:26]4[CH2:31][CH2:30][N:29]([C:32]([O:34][C:35]([CH3:37])([CH3:36])[CH3:38])=[O:33])[CH2:28][CH2:27]4)[CH:20]=[C:19]3[N:18]=2)=[CH:11][C:10]=1[Br:17])[C:2]1[CH:7]=[CH:6][CH:5]=[CH:4][CH:3]=1. The yield is 0.360.